This data is from Full USPTO retrosynthesis dataset with 1.9M reactions from patents (1976-2016). The task is: Predict the reactants needed to synthesize the given product. (1) Given the product [Br:1][C:2]1[CH:30]=[CH:29][C:28]([F:31])=[CH:27][C:3]=1[O:4][CH:5]1[CH2:10][CH2:9][N:8]([C:11]2[CH:15]=[C:14]([C:16]3[N:17]=[N:18][N:19]([CH2:21][C:22]([OH:24])=[O:23])[N:20]=3)[O:13][N:12]=2)[CH2:7][CH2:6]1, predict the reactants needed to synthesize it. The reactants are: [Br:1][C:2]1[CH:30]=[CH:29][C:28]([F:31])=[CH:27][C:3]=1[O:4][CH:5]1[CH2:10][CH2:9][N:8]([C:11]2[CH:15]=[C:14]([C:16]3[N:17]=[N:18][N:19]([CH2:21][C:22]([O:24]CC)=[O:23])[N:20]=3)[O:13][N:12]=2)[CH2:7][CH2:6]1.[OH-].[Na+]. (2) Given the product [C:3]([OH:50])([C:2]([F:46])([F:45])[F:1])=[O:47].[F:46][C:2]([F:1])([F:45])[C:3]1[N:7]([C:8]2[CH:13]=[CH:12][CH:11]=[C:10]([C:14]3[CH:19]=[CH:18][CH:17]=[CH:16][C:15]=3[O:20][CH2:21][C:22]3[CH:23]=[CH:24][C:25]([CH2:28][O:29][C:30]4[CH:35]=[CH:34][C:33]([C:36]([F:39])([F:38])[F:37])=[CH:32][CH:31]=4)=[CH:26][CH:27]=3)[N:9]=2)[N:6]=[CH:5][C:4]=1[C:40]([OH:42])=[O:41], predict the reactants needed to synthesize it. The reactants are: [F:1][C:2]([F:46])([F:45])[C:3]1[N:7]([C:8]2[CH:13]=[CH:12][CH:11]=[C:10]([C:14]3[CH:19]=[CH:18][CH:17]=[CH:16][C:15]=3[O:20][CH2:21][C:22]3[CH:27]=[CH:26][C:25]([CH2:28][O:29][C:30]4[CH:35]=[CH:34][C:33]([C:36]([F:39])([F:38])[F:37])=[CH:32][CH:31]=4)=[CH:24][CH:23]=3)[N:9]=2)[N:6]=[CH:5][C:4]=1[C:40]([O:42]CC)=[O:41].[OH-:47].[Li+].Cl.[O:50]1CCOCC1. (3) Given the product [Br:1][C:2]1[CH:3]=[CH:4][C:5]([C:8]([C:9]2[O:10][CH:29]=[N:28][CH:27]=2)([CH3:12])[CH3:11])=[CH:6][CH:7]=1, predict the reactants needed to synthesize it. The reactants are: [Br:1][C:2]1[CH:7]=[CH:6][C:5]([C:8]([CH3:12])([CH3:11])[CH:9]=[O:10])=[CH:4][CH:3]=1.C(=O)([O-])[O-].S([CH2:27][N+:28]#[C-:29])(C1C=CC(C)=CC=1)(=O)=O. (4) Given the product [NH2:40][CH:13]([CH2:14][CH2:15][CH3:16])[CH2:12][CH2:11][N:6]1[C:5]([S:30][C:31]2[CH:36]=[C:35]([Cl:37])[CH:34]=[C:42]([Cl:44])[CH:32]=2)=[N:4][C:3]2[C:7]1=[N:8][CH:9]=[N:10][C:2]=2[NH2:1], predict the reactants needed to synthesize it. The reactants are: [NH2:1][C:2]1[N:10]=[CH:9][N:8]=[C:7]2[C:3]=1[N:4]=[C:5]([S:30][C:31]1[CH:36]=[C:35]([Cl:37])[CH:34]=C(Cl)[CH:32]=1)[N:6]2[CH:11](CC)[CH2:12][CH2:13][CH2:14][CH2:15][CH2:16]N1C(=O)C2C(=CC=CC=2)C1=O.O.[NH2:40]N.[CH2:42]([Cl:44])Cl. (5) Given the product [CH3:12][C:13]1[CH:14]=[C:15]([S:20]([CH3:25])(=[O:22])=[O:21])[CH:16]=[C:17]([CH3:19])[CH:18]=1, predict the reactants needed to synthesize it. The reactants are: [O-]S([O-])=O.[Na+].[Na+].C([O-])(O)=O.[Na+].[CH3:12][C:13]1[CH:14]=[C:15]([S:20](Cl)(=[O:22])=[O:21])[CH:16]=[C:17]([CH3:19])[CH:18]=1.Cl[CH2:25]C(O)=O.[OH-].[Na+].Cl. (6) Given the product [CH3:1][C:2]1[CH:7]=[C:6]([CH3:8])[CH:5]=[CH:4][C:3]=1[C:9](=[O:15])[CH2:10][CH:11]([C:21]1[C:22]2[C:27](=[CH:26][CH:25]=[CH:24][CH:23]=2)[N:19]([CH2:16][CH2:17][CH3:18])[CH:20]=1)[C:12]([OH:14])=[O:13], predict the reactants needed to synthesize it. The reactants are: [CH3:1][C:2]1[CH:7]=[C:6]([CH3:8])[CH:5]=[CH:4][C:3]=1[C:9](=[O:15])/[CH:10]=[CH:11]/[C:12]([OH:14])=[O:13].[CH2:16]([N:19]1[C:27]2[C:22](=[CH:23][CH:24]=[CH:25][CH:26]=2)[CH:21]=[CH:20]1)[CH2:17][CH3:18].